This data is from Forward reaction prediction with 1.9M reactions from USPTO patents (1976-2016). The task is: Predict the product of the given reaction. (1) Given the reactants C(Cl)(=O)C(Cl)=O.CS(C)=O.[CH2:11]([O:18][C:19]([NH:21][C@H:22]1[CH2:26][CH2:25][N:24]([C@H:27]2[CH2:32][CH2:31][C@@H:30]([NH:33][C:34](=[O:40])[O:35][C:36]([CH3:39])([CH3:38])[CH3:37])[CH2:29][C@H:28]2[CH2:41][OH:42])[C:23]1=[O:43])=[O:20])[C:12]1[CH:17]=[CH:16][CH:15]=[CH:14][CH:13]=1.C(N(CC)CC)C, predict the reaction product. The product is: [CH2:11]([O:18][C:19]([NH:21][C@H:22]1[CH2:26][CH2:25][N:24]([C@H:27]2[CH2:32][CH2:31][C@@H:30]([NH:33][C:34](=[O:40])[O:35][C:36]([CH3:38])([CH3:39])[CH3:37])[CH2:29][CH:28]2[CH:41]=[O:42])[C:23]1=[O:43])=[O:20])[C:12]1[CH:17]=[CH:16][CH:15]=[CH:14][CH:13]=1. (2) Given the reactants [C:1]1([C:7]2[N:8]=[C:9]([CH:12]3[CH2:17][CH2:16][N:15](C(OC(C)(C)C)=O)[CH2:14][CH2:13]3)[S:10][CH:11]=2)[CH:6]=[CH:5][CH:4]=[CH:3][CH:2]=1.[ClH:25].O1CCOCC1, predict the reaction product. The product is: [ClH:25].[C:1]1([C:7]2[N:8]=[C:9]([CH:12]3[CH2:17][CH2:16][NH:15][CH2:14][CH2:13]3)[S:10][CH:11]=2)[CH:2]=[CH:3][CH:4]=[CH:5][CH:6]=1. (3) Given the reactants [Cl:1][CH2:2][CH2:3][O:4][C:5]1[CH:10]=[C:9]([F:11])[CH:8]=[C:7]([CH2:12][S:13]([C:16]2[C:25]3[C:20](=[CH:21][CH:22]=[CH:23][CH:24]=3)[CH:19]=[CH:18][CH:17]=2)(=[O:15])=[O:14])[C:6]=1[NH2:26].Cl.[N:28]([O-])=O.[Na+].C(=O)(O)[O-].[Na+], predict the reaction product. The product is: [Cl:1][CH2:2][CH2:3][O:4][C:5]1[CH:10]=[C:9]([F:11])[CH:8]=[C:7]2[C:6]=1[NH:26][N:28]=[C:12]2[S:13]([C:16]1[C:25]2[C:20](=[CH:21][CH:22]=[CH:23][CH:24]=2)[CH:19]=[CH:18][CH:17]=1)(=[O:14])=[O:15].